Task: Predict the reaction yield, written as a fraction of the theoretical maximum amount of product (1.0 means a 100% yield; for example, 0.34 means a 34% yield).. Dataset: Reaction yield outcomes from USPTO patents with 853,638 reactions (1) The reactants are [CH:1](=[C:5]1[CH2:10][CH2:9][CH2:8][NH:7][C:6]1=[O:11])[CH2:2][CH2:3][CH3:4].CO. The catalyst is [Ir].ClCCl. The product is [CH2:1]([CH:5]1[CH2:10][CH2:9][CH2:8][NH:7][C:6]1=[O:11])[CH2:2][CH2:3][CH3:4]. The yield is 0.930. (2) The reactants are [CH2:1]([O:3][C:4](=[O:19])[CH:5]([N:7]1[C:12]2[CH:13]=[CH:14][C:15]([CH3:17])=[CH:16][C:11]=2[O:10][CH2:9][C:8]1=[O:18])[CH3:6])[CH3:2].[Br:20]N1C(=O)CCC1=O. The catalyst is C(Cl)Cl. The product is [CH2:1]([O:3][C:4](=[O:19])[CH:5]([N:7]1[C:12]2[CH:13]=[C:14]([Br:20])[C:15]([CH3:17])=[CH:16][C:11]=2[O:10][CH2:9][C:8]1=[O:18])[CH3:6])[CH3:2]. The yield is 0.850.